From a dataset of Catalyst prediction with 721,799 reactions and 888 catalyst types from USPTO. Predict which catalyst facilitates the given reaction. (1) Reactant: [Cl:1][C:2]1[CH:7]=[CH:6][C:5]([C:8]2[C:14]3[CH:15]=[C:16]([O:19][CH3:20])[CH:17]=[CH:18][C:13]=3[N:12]3[C:21]([CH3:24])=[N:22][N:23]=[C:11]3[C@H:10]([CH2:25][C:26](O)=[O:27])[N:9]=2)=[CH:4][CH:3]=1.CCN=C=NCCCN(C)C.[NH2:40][CH2:41][CH2:42][O:43][CH2:44][CH2:45][O:46][CH2:47][CH2:48][O:49][CH2:50][CH2:51][O:52][CH2:53][CH2:54][O:55][CH2:56][CH2:57][O:58][C:59]1[CH:60]=[CH:61][C:62]2[N:68]3[C:69]([CH3:72])=[N:70][N:71]=[C:67]3[C@H:66]([CH2:73][C:74]([NH:76][CH2:77][CH3:78])=[O:75])[N:65]=[C:64]([C:79]3[CH:84]=[CH:83][C:82]([Cl:85])=[CH:81][CH:80]=3)[C:63]=2[CH:86]=1. Product: [Cl:85][C:82]1[CH:83]=[CH:84][C:79]([C:64]2[C:63]3[CH:86]=[C:59]([O:58][CH2:57][CH2:56][O:55][CH2:54][CH2:53][O:52][CH2:51][CH2:50][O:49][CH2:48][CH2:47][O:46][CH2:45][CH2:44][O:43][CH2:42][CH2:41][NH:40][C:26](=[O:27])[CH2:25][C@@H:10]4[N:9]=[C:8]([C:5]5[CH:6]=[CH:7][C:2]([Cl:1])=[CH:3][CH:4]=5)[C:14]5[CH:15]=[C:16]([O:19][CH3:20])[CH:17]=[CH:18][C:13]=5[N:12]5[C:21]([CH3:24])=[N:22][N:23]=[C:11]45)[CH:60]=[CH:61][C:62]=3[N:68]3[C:69]([CH3:72])=[N:70][N:71]=[C:67]3[C@H:66]([CH2:73][C:74]([NH:76][CH2:77][CH3:78])=[O:75])[N:65]=2)=[CH:80][CH:81]=1. The catalyst class is: 64. (2) Reactant: [F:1][CH:2]([F:23])[CH2:3][N:4]1[C:9]2[N:10]=[CH:11][S:12][C:8]=2[C:7]([OH:13])=[C:6]([C:14]2[CH:19]=[CH:18][CH:17]=[CH:16][C:15]=2[I:20])[S:5]1(=[O:22])=[O:21].C(=O)([O-])[O-].[K+].[K+].[CH2:30](Br)[C:31]#[CH:32]. Product: [F:23][CH:2]([F:1])[CH2:3][N:4]1[C:9]2[N:10]=[CH:11][S:12][C:8]=2[C:7]([O:13][CH2:32][C:31]#[CH:30])=[C:6]([C:14]2[CH:19]=[CH:18][CH:17]=[CH:16][C:15]=2[I:20])[S:5]1(=[O:21])=[O:22]. The catalyst class is: 3. (3) Reactant: [CH2:1]([N:8]([CH2:14]OC)[CH2:9][Si](C)(C)C)[C:2]1[CH:7]=[CH:6][CH:5]=[CH:4][CH:3]=1.[CH3:17][O:18][C:19](=[O:29])/[CH:20]=[CH:21]/[C:22]1[CH:27]=[CH:26][C:25]([Cl:28])=[CH:24][CH:23]=1.[C:30](O)(C(F)(F)F)=O.C([O-])(O)=O.[Na+]. Product: [CH2:17]([O:18][C:19]([C@H:20]1[C@H:21]([C:22]2[CH:27]=[CH:26][C:25]([Cl:28])=[CH:24][CH:23]=2)[CH2:9][N:8]([CH2:1][C:2]2[CH:3]=[CH:4][CH:5]=[CH:6][CH:7]=2)[CH2:14]1)=[O:29])[CH3:30]. The catalyst class is: 4. (4) Reactant: [OH:1][C:2]12[CH2:8][C:5]([O:9][CH2:10][CH2:11][C:12]([OH:14])=[O:13])([CH2:6][CH2:7]1)[CH2:4][CH2:3]2.[N+](=[CH:17][Si](C)(C)C)=[N-]. Product: [OH:1][C:2]12[CH2:8][C:5]([O:9][CH2:10][CH2:11][C:12]([O:14][CH3:17])=[O:13])([CH2:4][CH2:3]1)[CH2:6][CH2:7]2. The catalyst class is: 61. (5) Reactant: Br[C:2]1[CH:7]=[C:6]([C:8]2[CH2:12][C:11]([C:17]3[CH:22]=[C:21]([Cl:23])[C:20]([Cl:24])=[C:19]([Cl:25])[CH:18]=3)([C:13]([F:16])([F:15])[F:14])[O:10][N:9]=2)[CH:5]=[CH:4][C:3]=1[C:26]1([C:35]#[N:36])[CH2:29][N:28]([C:30]([CH:32]2[CH2:34][CH2:33]2)=[O:31])[CH2:27]1.C(O)(=O)C. Product: [CH:32]1([C:30]([N:28]2[CH2:29][C:26]([C:3]3[CH:2]=[CH:7][C:6]([C:8]4[CH2:12][C:11]([C:17]5[CH:22]=[C:21]([Cl:23])[C:20]([Cl:24])=[C:19]([Cl:25])[CH:18]=5)([C:13]([F:15])([F:14])[F:16])[O:10][N:9]=4)=[CH:5][CH:4]=3)([C:35]#[N:36])[CH2:27]2)=[O:31])[CH2:34][CH2:33]1. The catalyst class is: 324. (6) Reactant: [Br:1]N1C(=O)CCC1=O.[C:9]([N:13]([C:21]1[N:31]=[CH:30][C:29]2[C:28]3[S:32][CH:33]=[CH:34][C:27]=3[CH2:26][CH2:25][O:24][C:23]=2[CH:22]=1)[C:14](=[O:20])[O:15][C:16]([CH3:19])([CH3:18])[CH3:17])([CH3:12])([CH3:11])[CH3:10]. Product: [Br:1][C:33]1[S:32][C:28]2[C:29]3[CH:30]=[N:31][C:21]([N:13]([C:9]([CH3:10])([CH3:11])[CH3:12])[C:14](=[O:20])[O:15][C:16]([CH3:19])([CH3:18])[CH3:17])=[CH:22][C:23]=3[O:24][CH2:25][CH2:26][C:27]=2[CH:34]=1. The catalyst class is: 9. (7) Reactant: C1C2C(OC(=O)[N:16](C)[C@@H:17]([CH2:40][S:41][CH2:42][C@H:43]([NH:58][C:59](=[O:71])[CH2:60][CH2:61][CH2:62][CH2:63][CH2:64][CH2:65][CH2:66][CH2:67][CH2:68][CH2:69][CH3:70])[CH2:44][O:45][CH2:46][CH2:47][CH2:48][CH2:49][CH2:50][CH2:51][CH2:52][CH2:53][CH2:54][CH2:55][CH2:56][CH3:57])[C:18](=[O:39])[NH:19][CH2:20][CH2:21][O:22][CH2:23][CH2:24][O:25][CH2:26][CH2:27][O:28][CH2:29][CH2:30][P:31]([O:36][CH2:37][CH3:38])([O:33][CH2:34][CH3:35])=[O:32])C3C(=CC=CC=3)C=2C=CC=1.N1CCCCC1. Product: [NH2:16][C@@H:17]([CH2:40][S:41][CH2:42][C@H:43]([NH:58][C:59](=[O:71])[CH2:60][CH2:61][CH2:62][CH2:63][CH2:64][CH2:65][CH2:66][CH2:67][CH2:68][CH2:69][CH3:70])[CH2:44][O:45][CH2:46][CH2:47][CH2:48][CH2:49][CH2:50][CH2:51][CH2:52][CH2:53][CH2:54][CH2:55][CH2:56][CH3:57])[C:18](=[O:39])[NH:19][CH2:20][CH2:21][O:22][CH2:23][CH2:24][O:25][CH2:26][CH2:27][O:28][CH2:29][CH2:30][P:31](=[O:32])([O:36][CH2:37][CH3:38])[O:33][CH2:34][CH3:35]. The catalyst class is: 118.